Dataset: Forward reaction prediction with 1.9M reactions from USPTO patents (1976-2016). Task: Predict the product of the given reaction. (1) Given the reactants [C:1]1(=[O:12])[O:11][C@@H:5]2[C@H:6]([C:8]([O:10][C@@H:4]2[C@@H:2]1[OH:3])=[O:9])[OH:7].[O:13]=[C:14]([OH:26])[C@H:15]([C@@H:17]([C@H:19]([C@H:21]([C:23]([OH:25])=[O:24])[OH:22])[OH:20])[OH:18])[OH:16], predict the reaction product. The product is: [O:13]=[C:14]([OH:26])[C@@H:15]([C@@H:17]([C@H:19]([C@@H:21]([C:23]([OH:25])=[O:24])[OH:22])[OH:20])[OH:18])[OH:16].[C:1]1(=[O:12])[O:11][C@H:5]2[C@H:6]([C:8]([O:10][C@H:4]2[C@@H:2]1[OH:3])=[O:9])[OH:7]. (2) Given the reactants [F:1][C:2]1[CH:7]=[C:6]([S:8][C:9]#N)[CH:5]=[CH:4][C:3]=1[NH2:11].CI, predict the reaction product. The product is: [F:1][C:2]1[CH:7]=[C:6]([S:8][CH3:9])[CH:5]=[CH:4][C:3]=1[NH2:11]. (3) Given the reactants [C:1]([O:6][C:7]1[CH:8]=[CH:9][CH:10]=[C:11]2[C:16]=1[N:15]=[CH:14][CH:13]=[CH:12]2)(=[O:5])[C:2]([CH3:4])=[CH2:3].[C:17]([O-:22])(=[O:21])[C:18]([CH3:20])=[CH2:19], predict the reaction product. The product is: [C:1]([O:6][C:7]1[CH:8]=[CH:9][CH:10]=[C:11]2[C:16]=1[N:15]=[CH:14][CH:13]=[CH:12]2)(=[O:5])[C:2]([CH3:4])=[CH2:3].[C:17]([O:22][CH2:2][CH2:1][OH:5])(=[O:21])[C:18]([CH3:20])=[CH2:19]. (4) Given the reactants [NH2:1][C:2]1[CH:3]=[CH:4][C:5](CO)=[C:6]2[C:11]=1[CH:10]=[C:9](O)[CH:8]=[CH:7]2.N1C=CN=C1.Cl[Si](C(C)C)(C(C)C)C(C)C.O, predict the reaction product. The product is: [C:2]1([NH2:1])[C:11]2[C:6](=[CH:7][CH:8]=[CH:9][CH:10]=2)[CH:5]=[CH:4][CH:3]=1. (5) Given the reactants [Cl-].[NH4+].Cl[C:4]1[N:14]=[C:13]([CH3:15])[C:12]([C:16]#[N:17])=[CH:11][C:5]=1[C:6]([O:8][CH2:9][CH3:10])=[O:7], predict the reaction product. The product is: [C:16]([C:12]1[C:13]([CH3:15])=[N:14][CH:4]=[C:5]([CH:11]=1)[C:6]([O:8][CH2:9][CH3:10])=[O:7])#[N:17]. (6) Given the reactants [Cl:1][C:2]1[CH:7]=[CH:6][CH:5]=[C:4]([F:8])[C:3]=1[C:9]1[NH:10][C:11](=[O:22])[N:12]([C:14]2[CH:19]=[CH:18][C:17]([C:20]#[CH:21])=[CH:16][CH:15]=2)[N:13]=1.[Cl:23][C:24]1[CH:29]=[CH:28][C:27](I)=[C:26]([F:31])[CH:25]=1.CCCC[N+](CCCC)(CCCC)CCCC.[F-], predict the reaction product. The product is: [Cl:1][C:2]1[CH:7]=[CH:6][CH:5]=[C:4]([F:8])[C:3]=1[C:9]1[NH:10][C:11](=[O:22])[N:12]([C:14]2[CH:19]=[CH:18][C:17]([C:20]#[C:21][C:27]3[CH:28]=[CH:29][C:24]([Cl:23])=[CH:25][C:26]=3[F:31])=[CH:16][CH:15]=2)[N:13]=1. (7) Given the reactants [H-].[Na+].[Cl:3][C:4]1[C:13]2[N:14]=[C:15]([CH3:22])[N:16]([CH2:17][C:18]([CH3:21])([OH:20])[CH3:19])[C:12]=2[C:11]2[CH:10]=[CH:9][CH:8]=[CH:7][C:6]=2[N:5]=1.[CH:23]([S:25]([CH3:28])(=[O:27])=[O:26])=[CH2:24].O, predict the reaction product. The product is: [Cl:3][C:4]1[C:13]2[N:14]=[C:15]([CH3:22])[N:16]([CH2:17][C:18]([CH3:19])([O:20][CH2:24][CH2:23][S:25]([CH3:28])(=[O:27])=[O:26])[CH3:21])[C:12]=2[C:11]2[CH:10]=[CH:9][CH:8]=[CH:7][C:6]=2[N:5]=1. (8) Given the reactants [C:1](N1C=CC=CC1=O)(N1C=CC=CC1=O)=[S:2].[F:17][C:18]1[CH:19]=[C:20]([N:32]2[CH2:36][C@H:35]([CH2:37][NH2:38])[O:34][C:33]2=[O:39])[CH:21]=[CH:22][C:23]=1[CH:24]1[CH2:29][CH2:28][S:27](=[O:31])(=[O:30])[CH2:26][CH2:25]1, predict the reaction product. The product is: [F:17][C:18]1[CH:19]=[C:20]([N:32]2[CH2:36][C@@H:35]([CH2:37][N:38]=[C:1]=[S:2])[O:34][C:33]2=[O:39])[CH:21]=[CH:22][C:23]=1[CH:24]1[CH2:25][CH2:26][S:27](=[O:30])(=[O:31])[CH2:28][CH2:29]1.